The task is: Predict the reactants needed to synthesize the given product.. This data is from Full USPTO retrosynthesis dataset with 1.9M reactions from patents (1976-2016). Given the product [CH2:16]1[CH:15]2[CH:10]([CH2:11][N:12]([C:17]([O:19][C:20]([CH3:23])([CH3:22])[CH3:21])=[O:18])[CH2:13][CH2:14]2)[CH2:9][NH:8]1, predict the reactants needed to synthesize it. The reactants are: C([N:8]1[CH2:16][CH:15]2[CH:10]([CH2:11][N:12]([C:17]([O:19][C:20]([CH3:23])([CH3:22])[CH3:21])=[O:18])[CH2:13][CH2:14]2)[CH2:9]1)C1C=CC=CC=1.